From a dataset of Reaction yield outcomes from USPTO patents with 853,638 reactions. Predict the reaction yield, written as a fraction of the theoretical maximum amount of product (1.0 means a 100% yield; for example, 0.34 means a 34% yield). The reactants are [C:1]([C:5]1[CH:9]=[C:8]([NH:10][C:11](=[O:36])[NH:12][C:13]2[C:22]3[C:17](=[CH:18][CH:19]=[CH:20][CH:21]=3)[C:16]([O:23][CH2:24][C:25]3[CH:30]=[CH:29][N:28]=[C:27]([NH:31][C:32](=[O:35])[CH2:33]Cl)[CH:26]=3)=[CH:15][CH:14]=2)[N:7]([C:37]2[CH:42]=[CH:41][C:40]([CH3:43])=[CH:39][CH:38]=2)[N:6]=1)([CH3:4])([CH3:3])[CH3:2].CCN(C(C)C)C(C)C.[NH:53]1[CH2:58][CH2:57][O:56][CH2:55][CH2:54]1. The catalyst is C(Cl)Cl.CN(C=O)C. The product is [C:1]([C:5]1[CH:9]=[C:8]([NH:10][C:11](=[O:36])[NH:12][C:13]2[C:22]3[C:17](=[CH:18][CH:19]=[CH:20][CH:21]=3)[C:16]([O:23][CH2:24][C:25]3[CH:30]=[CH:29][N:28]=[C:27]([NH:31][C:32](=[O:35])[CH2:33][N:53]4[CH2:58][CH2:57][O:56][CH2:55][CH2:54]4)[CH:26]=3)=[CH:15][CH:14]=2)[N:7]([C:37]2[CH:42]=[CH:41][C:40]([CH3:43])=[CH:39][CH:38]=2)[N:6]=1)([CH3:4])([CH3:3])[CH3:2]. The yield is 0.200.